This data is from Forward reaction prediction with 1.9M reactions from USPTO patents (1976-2016). The task is: Predict the product of the given reaction. (1) The product is: [C:14]([C:18]1[C:19]2[O:24][C:7]3([OH:8])[C:5]4[C:4]([C:10](=[O:11])[C:9]3([OH:13])[C:20]=2[CH:21]=[CH:22][CH:23]=1)=[CH:3][CH:2]=[CH:1][CH:6]=4)([CH3:17])([CH3:15])[CH3:16]. Given the reactants [CH:1]1[CH:6]=[C:5]2[C:7]([C:9]([OH:13])(O)[C:10](=[O:11])[C:4]2=[CH:3][CH:2]=1)=[O:8].[C:14]([C:18]1[CH:23]=[CH:22][CH:21]=[CH:20][C:19]=1[OH:24])([CH3:17])([CH3:16])[CH3:15], predict the reaction product. (2) Given the reactants FC(F)(F)C(O)=O.[CH2:8]([NH:15][C:16]1[C:21](Br)=[CH:20][N:19]=[C:18]([NH:23][C:24]2[CH:25]=[C:26]3[C:30](=[CH:31][CH:32]=2)[NH:29][CH:28]=[C:27]3[C:33]2[CH2:34][CH2:35][NH:36][CH2:37][CH:38]=2)[N:17]=1)[C:9]1[CH:14]=[CH:13][CH:12]=[CH:11][CH:10]=1, predict the reaction product. The product is: [CH2:8]([NH:15][C:16]1[CH:21]=[CH:20][N:19]=[C:18]([NH:23][C:24]2[CH:25]=[C:26]3[C:30](=[CH:31][CH:32]=2)[NH:29][CH:28]=[C:27]3[C:33]2[CH2:34][CH2:35][NH:36][CH2:37][CH:38]=2)[N:17]=1)[C:9]1[CH:14]=[CH:13][CH:12]=[CH:11][CH:10]=1. (3) Given the reactants [N:1]1[CH:6]=[CH:5][CH:4]=[CH:3][C:2]=1[CH:7]([C:9]1([C:17]2[CH:22]=[CH:21][N:20]=[C:19]([C:23]([F:26])([F:25])[F:24])[CH:18]=2)[CH2:12][C:11]2(OCC[O:13]2)[CH2:10]1)[OH:8].Cl.[OH-].[Na+], predict the reaction product. The product is: [OH:8][CH:7]([C:2]1[CH:3]=[CH:4][CH:5]=[CH:6][N:1]=1)[C:9]1([C:17]2[CH:22]=[CH:21][N:20]=[C:19]([C:23]([F:26])([F:24])[F:25])[CH:18]=2)[CH2:10][C:11](=[O:13])[CH2:12]1.